The task is: Predict the reaction yield, written as a fraction of the theoretical maximum amount of product (1.0 means a 100% yield; for example, 0.34 means a 34% yield).. This data is from Reaction yield outcomes from USPTO patents with 853,638 reactions. (1) The reactants are CON(C)[C:4]([C@@H:6]1[O:11][CH2:10][CH2:9][N:8]([C:12]([O:14][C:15]([CH3:18])([CH3:17])[CH3:16])=[O:13])[CH2:7]1)=[O:5].[CH3:20][O:21][CH2:22][CH2:23][CH2:24][CH2:25][Mg]Cl. The catalyst is C1COCC1. The product is [CH3:20][O:21][CH2:22][CH2:23][CH2:24][CH2:25][C:4]([C@@H:6]1[O:11][CH2:10][CH2:9][N:8]([C:12]([O:14][C:15]([CH3:16])([CH3:17])[CH3:18])=[O:13])[CH2:7]1)=[O:5]. The yield is 0.930. (2) The reactants are Cl.[Cl:2][CH2:3][CH2:4][NH2:5].[CH3:6][CH2:7][CH2:8][CH2:9][CH2:10][CH3:11].[C:12]([O:15]CC)(=[O:14])C. The catalyst is C(OCC)C.CCCCCC. The product is [Cl:2][CH2:3][CH2:4][NH:5][C:12](=[O:14])[O:15][C:8]1[CH:7]=[CH:6][CH:11]=[CH:10][CH:9]=1. The yield is 0.610. (3) The reactants are [OH:1][C:2]1[CH:7]=[CH:6][C:5]([C:8]2[O:12][C:11]([C:13]3[CH:18]=[CH:17][N:16]=[CH:15][CH:14]=3)=[C:10]([C:19]3[CH:20]=[C:21]4[C:25](=[CH:26][CH:27]=3)[C:24](=[O:28])[CH2:23][CH2:22]4)[CH:9]=2)=[CH:4][CH:3]=1.[H-].[Na+].Cl.Cl[CH2:33][CH2:34][N:35]1[CH2:39][CH2:38][CH2:37][CH2:36]1.C(=O)(O)[O-].[Na+]. The catalyst is CN(C)C=O. The product is [N:16]1[CH:15]=[CH:14][C:13]([C:11]2[O:12][C:8]([C:5]3[CH:4]=[CH:3][C:2]([O:1][CH2:33][CH2:34][N:35]4[CH2:39][CH2:38][CH2:37][CH2:36]4)=[CH:7][CH:6]=3)=[CH:9][C:10]=2[C:19]2[CH:20]=[C:21]3[C:25](=[CH:26][CH:27]=2)[C:24](=[O:28])[CH2:23][CH2:22]3)=[CH:18][CH:17]=1. The yield is 0.360. (4) The reactants are [Cl:1][C:2]1[N:3]=[CH:4][C:5]2[NH:10][CH:9]=[C:8]([I:11])[C:6]=2[N:7]=1.[OH-].[Na+].I[CH3:15].O. The catalyst is C(Cl)Cl.[Br-].C([N+](CCCC)(CCCC)CCCC)CCC. The product is [Cl:1][C:2]1[N:3]=[CH:4][C:5]2[N:10]([CH3:15])[CH:9]=[C:8]([I:11])[C:6]=2[N:7]=1. The yield is 0.700. (5) The yield is 0.590. The reactants are C(C1C=C(NC2N=C(NC3C=CC=C(C(O)=O)C=3)C(F)=CN=2)C=CC=1)(O)=O.C[O:29][C:30]([C:32]1[CH:37]=[CH:36][C:35]([NH:38][C:39]2[N:44]=[C:43]([NH:45][C:46]3[CH:51]=[CH:50][C:49]([C:52]([O:54]C)=[O:53])=[CH:48][CH:47]=3)[C:42]([F:56])=[CH:41][N:40]=2)=[CH:34][CH:33]=1)=[O:31].[OH-].[Na+]. No catalyst specified. The product is [C:30]([C:32]1[CH:37]=[CH:36][C:35]([NH:38][C:39]2[N:44]=[C:43]([NH:45][C:46]3[CH:51]=[CH:50][C:49]([C:52]([OH:54])=[O:53])=[CH:48][CH:47]=3)[C:42]([F:56])=[CH:41][N:40]=2)=[CH:34][CH:33]=1)([OH:31])=[O:29]. (6) The reactants are Cl[CH2:2][C:3]([NH:5][C:6]1[S:10][C:9]2[CH2:11][CH2:12][CH2:13][CH2:14][C:8]=2[C:7]=1[C:15]([NH2:17])=[O:16])=O.[OH-:18].[Na+]. No catalyst specified. The product is [OH:18][CH2:2][C:3]1[N:17]=[C:15]([OH:16])[C:7]2[C:8]3[CH2:14][CH2:13][CH2:12][CH2:11][C:9]=3[S:10][C:6]=2[N:5]=1. The yield is 0.250. (7) The reactants are Cl[C:2]1[C:3]2[N:10]=[C:9]([CH2:11][C:12]3[C:17]([Cl:18])=[CH:16][CH:15]=[CH:14][C:13]=3[Cl:19])[O:8][C:4]=2[N:5]=[CH:6][N:7]=1.[F:20][C:21]([F:30])([F:29])[C:22]1[CH:27]=[CH:26][C:25]([NH2:28])=[CH:24][CH:23]=1.CC1C=CC(S(O)(=O)=O)=CC=1.O. The catalyst is C1(C)C=CC=CC=1. The product is [Cl:19][C:13]1[CH:14]=[CH:15][CH:16]=[C:17]([Cl:18])[C:12]=1[CH2:11][C:9]1[O:8][C:4]2[N:5]=[CH:6][N:7]=[C:2]([NH:28][C:25]3[CH:26]=[CH:27][C:22]([C:21]([F:20])([F:29])[F:30])=[CH:23][CH:24]=3)[C:3]=2[N:10]=1. The yield is 0.340.